Dataset: Forward reaction prediction with 1.9M reactions from USPTO patents (1976-2016). Task: Predict the product of the given reaction. (1) Given the reactants [C:1]([C:3]1[C:4]([N:22]2[CH2:27][CH2:26][CH:25]([C:28]([OH:30])=O)[CH2:24][CH2:23]2)=[N:5][C:6]([CH2:15][N:16]2[CH2:20][CH2:19][CH2:18][C:17]2=[O:21])=[C:7]([C:9](=[O:14])[CH2:10][CH2:11][CH:12]=[CH2:13])[CH:8]=1)#[N:2].[CH:31]1([CH2:36][S:37]([NH2:40])(=[O:39])=[O:38])[CH2:35][CH2:34][CH2:33][CH2:32]1, predict the reaction product. The product is: [C:1]([C:3]1[C:4]([N:22]2[CH2:27][CH2:26][CH:25]([C:28]([NH:40][S:37]([CH2:36][CH:31]3[CH2:35][CH2:34][CH2:33][CH2:32]3)(=[O:39])=[O:38])=[O:30])[CH2:24][CH2:23]2)=[N:5][C:6]([CH2:15][N:16]2[CH2:20][CH2:19][CH2:18][C:17]2=[O:21])=[C:7]([C:9](=[O:14])[CH2:10][CH2:11][CH:12]=[CH2:13])[CH:8]=1)#[N:2]. (2) Given the reactants [CH3:1][NH:2][CH3:3].C1COCC1.[CH:9]([N:22]1[CH2:25][C:24](=O)[CH2:23]1)([C:16]1[CH:21]=[CH:20][CH:19]=[CH:18][CH:17]=1)[C:10]1[CH:15]=[CH:14][CH:13]=[CH:12][CH:11]=1.C(O)(=O)C.[C-:31]#[N:32].[K+], predict the reaction product. The product is: [CH:9]([N:22]1[CH2:25][C:24]([N:2]([CH3:3])[CH3:1])([C:31]#[N:32])[CH2:23]1)([C:16]1[CH:21]=[CH:20][CH:19]=[CH:18][CH:17]=1)[C:10]1[CH:15]=[CH:14][CH:13]=[CH:12][CH:11]=1. (3) Given the reactants [N:1]1[CH:6]=[CH:5][CH:4]=[CH:3][C:2]=1[OH:7].I[C:9]1[CH:15]=[CH:14][C:12]([NH2:13])=[CH:11][CH:10]=1.N1C2C(=CC=CC=2O)C=CC=1.C([O-])([O-])=O.[Cs+].[Cs+], predict the reaction product. The product is: [NH2:13][C:12]1[CH:14]=[CH:15][C:9]([N:1]2[CH:6]=[CH:5][CH:4]=[CH:3][C:2]2=[O:7])=[CH:10][CH:11]=1. (4) Given the reactants Cl[C:2]1[N:7]=[CH:6][N:5]=[C:4]([NH:8][C:9]2[CH:14]=[CH:13][C:12]([N:15]3[CH2:20][CH2:19][N:18]([CH:21]4[CH2:24][O:23][CH2:22]4)[CH2:17][CH2:16]3)=[CH:11][CH:10]=2)[N:3]=1.[CH3:25][C:26]1([CH2:30][O:31][C:32]2[CH:39]=[CH:38][C:37](B3OC(C)(C)C(C)(C)O3)=[CH:36][C:33]=2[C:34]#[N:35])[CH2:29][O:28][CH2:27]1.C(=O)([O-])[O-].[Na+].[Na+], predict the reaction product. The product is: [CH3:25][C:26]1([CH2:30][O:31][C:32]2[CH:39]=[CH:38][C:37]([C:2]3[N:3]=[C:4]([NH:8][C:9]4[CH:14]=[CH:13][C:12]([N:15]5[CH2:20][CH2:19][N:18]([CH:21]6[CH2:24][O:23][CH2:22]6)[CH2:17][CH2:16]5)=[CH:11][CH:10]=4)[N:5]=[CH:6][N:7]=3)=[CH:36][C:33]=2[C:34]#[N:35])[CH2:27][O:28][CH2:29]1.